This data is from Forward reaction prediction with 1.9M reactions from USPTO patents (1976-2016). The task is: Predict the product of the given reaction. (1) Given the reactants [NH:1]1[C:9]2[C:4](=[CH:5][CH:6]=[CH:7][CH:8]=2)[CH2:3][CH:2]1[C:10]1[N:11]([CH3:30])[C:12](=[O:29])[C:13]([O:20][C:21](=[O:28])[C:22]2[CH:27]=[CH:26][CH:25]=[CH:24][CH:23]=2)=[C:14]([C:16]([O:18][CH3:19])=[O:17])[N:15]=1.N1C=C[CH:34]=[CH:33][CH:32]=1.[CH2:37]1[CH2:41][O:40][CH2:39][CH2:38]1, predict the reaction product. The product is: [C:39]([N:1]1[C:9]2[C:4](=[CH:5][CH:6]=[CH:7][CH:8]=2)[CH2:3][CH:2]1[C:10]1[N:11]([CH3:30])[C:12](=[O:29])[C:13]([O:20][C:21](=[O:28])[C:22]2[CH:23]=[CH:24][CH:25]=[CH:26][CH:27]=2)=[C:14]([C:16]([O:18][CH3:19])=[O:17])[N:15]=1)(=[O:40])[C:38]1[CH:37]=[CH:41][CH:34]=[CH:33][CH:32]=1. (2) Given the reactants [CH:1]1([NH:6][C:7]2[C:12]([CH3:13])=[C:11]([CH3:14])[N:10]=[C:9]([NH:15][CH2:16][C:17]3[CH:22]=[CH:21][CH:20]=[CH:19][N:18]=3)[N:8]=2)[CH2:5][CH2:4][CH2:3][CH2:2]1.[N:23]1C=CC=C(N)C=1, predict the reaction product. The product is: [CH3:13][C:12]1[C:7]([NH:6][C:1]2[CH:2]=[N:23][CH:3]=[CH:4][CH:5]=2)=[N:8][C:9]([NH:15][CH2:16][C:17]2[CH:22]=[CH:21][CH:20]=[CH:19][N:18]=2)=[N:10][C:11]=1[CH3:14]. (3) Given the reactants CS(O[CH2:6][CH2:7][CH:8]=[CH2:9])(=O)=O.C(#N)C.[CH2:13]([NH2:20])[C:14]1[CH:19]=[CH:18][CH:17]=[CH:16][CH:15]=1, predict the reaction product. The product is: [CH2:13]([NH:20][CH2:9][CH2:8][CH:7]=[CH2:6])[C:14]1[CH:19]=[CH:18][CH:17]=[CH:16][CH:15]=1. (4) Given the reactants [CH:1]([CH:3]1[CH2:8][CH2:7][N:6]([C:9]([O:11][C:12]([CH3:15])([CH3:14])[CH3:13])=[O:10])[CH2:5][CH2:4]1)=O.[CH3:16][NH:17][C:18]1[CH2:22][S:21][C:20](=[O:23])[N:19]=1.CC(C)([O-])C.[K+], predict the reaction product. The product is: [CH3:16][NH:17][C:18]1=[N:19][C:20](=[O:23])[S:21]/[C:22]/1=[CH:1]\[CH:3]1[CH2:8][CH2:7][N:6]([C:9]([O:11][C:12]([CH3:15])([CH3:14])[CH3:13])=[O:10])[CH2:5][CH2:4]1. (5) Given the reactants Br[C:2]1[S:6][C:5]([NH:7][C:8](=[O:22])[N:9]([CH:16]2[CH2:21][CH2:20][CH2:19][CH2:18][CH2:17]2)[CH:10]2[CH2:15][CH2:14][S:13][CH2:12][CH2:11]2)=[N:4][CH:3]=1.[C:23]([O:27][CH3:28])(=[O:26])[CH2:24][SH:25], predict the reaction product. The product is: [CH3:28][O:27][C:23](=[O:26])[CH2:24][S:25][C:2]1[S:6][C:5]([NH:7][C:8]([N:9]([CH:16]2[CH2:21][CH2:20][CH2:19][CH2:18][CH2:17]2)[CH:10]2[CH2:15][CH2:14][S:13][CH2:12][CH2:11]2)=[O:22])=[N:4][CH:3]=1. (6) Given the reactants [NH2:1][C:2]([CH2:9][C:10]([O:12][CH2:13][CH3:14])=[O:11])=[CH:3][C:4]([O:6][CH2:7][CH3:8])=[O:5].C(O)C.[BH3-]C#N.[Na+], predict the reaction product. The product is: [NH2:1][CH:2]([CH2:3][C:4]([O:6][CH2:7][CH3:8])=[O:5])[CH2:9][C:10]([O:12][CH2:13][CH3:14])=[O:11].